From a dataset of Tyrosyl-DNA phosphodiesterase HTS with 341,365 compounds. Binary Classification. Given a drug SMILES string, predict its activity (active/inactive) in a high-throughput screening assay against a specified biological target. The molecule is s1c2n(c(c(n2)C)c2nc(sc2)NCC=C)cc1. The result is 0 (inactive).